Dataset: Acute oral toxicity (LD50) regression data from Zhu et al.. Task: Regression/Classification. Given a drug SMILES string, predict its toxicity properties. Task type varies by dataset: regression for continuous values (e.g., LD50, hERG inhibition percentage) or binary classification for toxic/non-toxic outcomes (e.g., AMES mutagenicity, cardiotoxicity, hepatotoxicity). Dataset: ld50_zhu. The drug is CCC(O)CCO. The rat oral LD50 is 0.717, given as -log10 of the dose in mol/kg body weight (higher means more acutely toxic).